From a dataset of hERG potassium channel inhibition data for cardiac toxicity prediction from Karim et al.. Regression/Classification. Given a drug SMILES string, predict its toxicity properties. Task type varies by dataset: regression for continuous values (e.g., LD50, hERG inhibition percentage) or binary classification for toxic/non-toxic outcomes (e.g., AMES mutagenicity, cardiotoxicity, hepatotoxicity). Dataset: herg_karim. (1) The drug is COc1ccc(-c2nnc(C(=O)N3CCC(Oc4ccc(CN5CCCC5)nc4)CC3)o2)cc1. The result is 0 (non-blocker). (2) The molecule is c1ccc2c(CCNc3ccc(Nc4ccncc4)cc3)c[nH]c2c1. The result is 1 (blocker).